This data is from NCI-60 drug combinations with 297,098 pairs across 59 cell lines. The task is: Regression. Given two drug SMILES strings and cell line genomic features, predict the synergy score measuring deviation from expected non-interaction effect. Drug 2: CS(=O)(=O)C1=CC(=C(C=C1)C(=O)NC2=CC(=C(C=C2)Cl)C3=CC=CC=N3)Cl. Cell line: HL-60(TB). Drug 1: CC1=C2C(C(=O)C3(C(CC4C(C3C(C(C2(C)C)(CC1OC(=O)C(C(C5=CC=CC=C5)NC(=O)OC(C)(C)C)O)O)OC(=O)C6=CC=CC=C6)(CO4)OC(=O)C)OC)C)OC. Synergy scores: CSS=84.2, Synergy_ZIP=13.0, Synergy_Bliss=15.4, Synergy_Loewe=-21.4, Synergy_HSA=13.1.